This data is from Reaction yield outcomes from USPTO patents with 853,638 reactions. The task is: Predict the reaction yield, written as a fraction of the theoretical maximum amount of product (1.0 means a 100% yield; for example, 0.34 means a 34% yield). (1) The reactants are [Cl:1][C:2]1[CH:7]=[C:6]([Cl:8])[CH:5]=[CH:4][C:3]=1[N:9]1[C:13]([C:14]2[CH:19]=[CH:18][C:17]([O:20][CH2:21][CH2:22][C:23]([F:26])([F:25])[F:24])=[CH:16][CH:15]=2)=[C:12]([CH3:27])[C:11]([C:28](O)=[O:29])=[N:10]1.C(Cl)(=O)C([Cl:34])=O.CN(C=O)C. The catalyst is C(Cl)Cl. The product is [Cl:1][C:2]1[CH:7]=[C:6]([Cl:8])[CH:5]=[CH:4][C:3]=1[N:9]1[C:13]([C:14]2[CH:19]=[CH:18][C:17]([O:20][CH2:21][CH2:22][C:23]([F:24])([F:26])[F:25])=[CH:16][CH:15]=2)=[C:12]([CH3:27])[C:11]([C:28]([Cl:34])=[O:29])=[N:10]1. The yield is 0.990. (2) The yield is 0.928. The product is [CH3:1][C:2]([C:6]1[CH:11]=[CH:10][CH:9]=[CH:8][CH:7]=1)([CH3:5])[CH:3]=[O:22]. The catalyst is CCCCCC. The reactants are [CH3:1][C:2]([C:6]1[CH:11]=[CH:10][CH:9]=[CH:8][CH:7]=1)([CH3:5])[C:3]#N.[H-].C([Al+]CC(C)C)C(C)C.[OH2:22].Cl.